Dataset: Full USPTO retrosynthesis dataset with 1.9M reactions from patents (1976-2016). Task: Predict the reactants needed to synthesize the given product. (1) Given the product [CH3:1][O:2][C:3](=[O:27])[CH2:4][C:5]1[C:13]2[C:8](=[N:9][CH:10]=[CH:11][CH:12]=2)[N:7]([S:14]([C:17]2[CH:22]=[CH:21][C:20]([N:34]3[CH2:39][CH2:38][O:37][CH2:36][CH2:35]3)=[C:19]([C:24]#[N:25])[CH:18]=2)(=[O:16])=[O:15])[C:6]=1[CH3:26], predict the reactants needed to synthesize it. The reactants are: [CH3:1][O:2][C:3](=[O:27])[CH2:4][C:5]1[C:13]2[C:8](=[N:9][CH:10]=[CH:11][CH:12]=2)[N:7]([S:14]([C:17]2[CH:22]=[CH:21][C:20](F)=[C:19]([C:24]#[N:25])[CH:18]=2)(=[O:16])=[O:15])[C:6]=1[CH3:26].C(=O)([O-])[O-].[K+].[K+].[NH:34]1[CH2:39][CH2:38][O:37][CH2:36][CH2:35]1. (2) The reactants are: C([NH:5][C:6]1[C:15]2[CH:14]=[CH:13][CH:12]=[C:11]([C:16]([NH:18][C:19]3[CH:24]=[C:23]([C:25](=[O:37])[NH:26][C:27]4[CH:32]=[CH:31][CH:30]=[C:29]([C:33]([F:36])([F:35])[F:34])[CH:28]=4)[CH:22]=[CH:21][C:20]=3C)=[O:17])[C:10]=2[CH:9]=[CH:8][N:7]=1)(C)(C)C.[N+](C1C=C(C=CC=1)C(O)=O)([O-])=O. Given the product [NH2:5][C:6]1[C:15]2[CH:14]=[CH:13][CH:12]=[C:11]([C:16]([NH:18][C:19]3[CH:20]=[CH:21][CH:22]=[C:23]([C:25](=[O:37])[NH:26][C:27]4[CH:32]=[CH:31][CH:30]=[C:29]([C:33]([F:35])([F:34])[F:36])[CH:28]=4)[CH:24]=3)=[O:17])[C:10]=2[CH:9]=[CH:8][N:7]=1, predict the reactants needed to synthesize it. (3) Given the product [Cl:8][C:6]1[CH:7]=[C:2]([N:23]2[CH2:24][CH2:25][CH:20]([C:19]([F:27])([F:26])[F:18])[CH2:21][CH2:22]2)[N:3]=[CH:4][N:5]=1, predict the reactants needed to synthesize it. The reactants are: Cl[C:2]1[CH:7]=[C:6]([Cl:8])[N:5]=[CH:4][N:3]=1.CCN(C(C)C)C(C)C.[F:18][C:19]([F:27])([F:26])[CH:20]1[CH2:25][CH2:24][NH:23][CH2:22][CH2:21]1. (4) Given the product [OH:24][CH2:22][C:15]1[CH:14]=[CH:13][CH:18]=[CH:17][C:16]=1[Si:9]([CH3:10])([CH3:25])[C:2]1[S:1][CH:5]=[CH:4][CH:3]=1, predict the reactants needed to synthesize it. The reactants are: [S:1]1[CH:5]=[CH:4][CH:3]=[C:2]1[Mg]Br.O1CC[CH2:10][SiH2:9]1.[CH3:13][CH2:14][CH2:15][CH2:16][CH2:17][CH3:18].C(O[C:22](=[O:24])C)C.[CH2:25](OCC)C. (5) Given the product [CH3:17][O:18][CH2:19][CH2:20][O:21][CH2:22][C:23]1[CH:24]=[CH:25][C:26]2[N:27]([C:29]([S:32][C:2]3[CH:3]=[CH:4][C:5]4[N:6]([CH:8]=[C:9]([NH:11][C:12]([CH:14]5[CH2:16][CH2:15]5)=[O:13])[N:10]=4)[N:7]=3)=[N:30][N:31]=2)[CH:28]=1, predict the reactants needed to synthesize it. The reactants are: I[C:2]1[CH:3]=[CH:4][C:5]2[N:6]([CH:8]=[C:9]([NH:11][C:12]([CH:14]3[CH2:16][CH2:15]3)=[O:13])[N:10]=2)[N:7]=1.[CH3:17][O:18][CH2:19][CH2:20][O:21][CH2:22][C:23]1[CH:24]=[CH:25][C:26]2[N:27]([C:29]([SH:32])=[N:30][N:31]=2)[CH:28]=1.BrC1C=CC2N(C(SC3C=CC4N(C=C(NC(C5CC5)=O)N=4)N=3)=NN=2)C=1.